Dataset: NCI-60 drug combinations with 297,098 pairs across 59 cell lines. Task: Regression. Given two drug SMILES strings and cell line genomic features, predict the synergy score measuring deviation from expected non-interaction effect. (1) Drug 1: C1=CN(C=N1)CC(O)(P(=O)(O)O)P(=O)(O)O. Drug 2: CN(CCCl)CCCl.Cl. Cell line: PC-3. Synergy scores: CSS=0.222, Synergy_ZIP=8.93, Synergy_Bliss=18.9, Synergy_Loewe=-3.51, Synergy_HSA=-1.06. (2) Drug 1: CNC(=O)C1=NC=CC(=C1)OC2=CC=C(C=C2)NC(=O)NC3=CC(=C(C=C3)Cl)C(F)(F)F. Drug 2: CC(C)CN1C=NC2=C1C3=CC=CC=C3N=C2N. Cell line: MALME-3M. Synergy scores: CSS=-0.791, Synergy_ZIP=1.11, Synergy_Bliss=-0.266, Synergy_Loewe=-4.74, Synergy_HSA=-4.47. (3) Drug 1: CC1=C(C(=CC=C1)Cl)NC(=O)C2=CN=C(S2)NC3=CC(=NC(=N3)C)N4CCN(CC4)CCO. Drug 2: CN(CC1=CN=C2C(=N1)C(=NC(=N2)N)N)C3=CC=C(C=C3)C(=O)NC(CCC(=O)O)C(=O)O. Cell line: SNB-75. Synergy scores: CSS=23.5, Synergy_ZIP=-10.6, Synergy_Bliss=-4.11, Synergy_Loewe=-1.24, Synergy_HSA=-0.144. (4) Synergy scores: CSS=-5.32, Synergy_ZIP=3.19, Synergy_Bliss=-0.109, Synergy_Loewe=-5.49, Synergy_HSA=-4.71. Drug 1: CC1=CC2C(CCC3(C2CCC3(C(=O)C)OC(=O)C)C)C4(C1=CC(=O)CC4)C. Drug 2: CC1=CC=C(C=C1)C2=CC(=NN2C3=CC=C(C=C3)S(=O)(=O)N)C(F)(F)F. Cell line: TK-10. (5) Drug 1: CC(CN1CC(=O)NC(=O)C1)N2CC(=O)NC(=O)C2. Drug 2: CS(=O)(=O)OCCCCOS(=O)(=O)C. Cell line: SW-620. Synergy scores: CSS=45.5, Synergy_ZIP=-0.311, Synergy_Bliss=2.56, Synergy_Loewe=0.139, Synergy_HSA=3.09. (6) Drug 1: CC1C(C(CC(O1)OC2CC(OC(C2O)C)OC3=CC4=CC5=C(C(=O)C(C(C5)C(C(=O)C(C(C)O)O)OC)OC6CC(C(C(O6)C)O)OC7CC(C(C(O7)C)O)OC8CC(C(C(O8)C)O)(C)O)C(=C4C(=C3C)O)O)O)O. Drug 2: C1CN(CCN1C(=O)CCBr)C(=O)CCBr. Cell line: NCI-H460. Synergy scores: CSS=35.7, Synergy_ZIP=-0.733, Synergy_Bliss=1.19, Synergy_Loewe=-20.1, Synergy_HSA=0.783. (7) Drug 1: C1=NC2=C(N1)C(=S)N=C(N2)N. Drug 2: CC12CCC3C(C1CCC2O)C(CC4=C3C=CC(=C4)O)CCCCCCCCCS(=O)CCCC(C(F)(F)F)(F)F. Cell line: UACC-257. Synergy scores: CSS=18.8, Synergy_ZIP=-8.99, Synergy_Bliss=-2.65, Synergy_Loewe=-7.23, Synergy_HSA=-3.12. (8) Drug 1: CNC(=O)C1=NC=CC(=C1)OC2=CC=C(C=C2)NC(=O)NC3=CC(=C(C=C3)Cl)C(F)(F)F. Drug 2: CC1C(C(CC(O1)OC2CC(CC3=C2C(=C4C(=C3O)C(=O)C5=CC=CC=C5C4=O)O)(C(=O)C)O)N)O. Cell line: SNB-19. Synergy scores: CSS=53.0, Synergy_ZIP=-6.89, Synergy_Bliss=-5.31, Synergy_Loewe=-7.10, Synergy_HSA=-4.19. (9) Drug 1: COC1=CC(=CC(=C1O)OC)C2C3C(COC3=O)C(C4=CC5=C(C=C24)OCO5)OC6C(C(C7C(O6)COC(O7)C8=CC=CS8)O)O. Drug 2: CS(=O)(=O)OCCCCOS(=O)(=O)C. Cell line: MCF7. Synergy scores: CSS=35.7, Synergy_ZIP=0.949, Synergy_Bliss=0.333, Synergy_Loewe=-19.1, Synergy_HSA=2.39. (10) Drug 1: CC1=C(N=C(N=C1N)C(CC(=O)N)NCC(C(=O)N)N)C(=O)NC(C(C2=CN=CN2)OC3C(C(C(C(O3)CO)O)O)OC4C(C(C(C(O4)CO)O)OC(=O)N)O)C(=O)NC(C)C(C(C)C(=O)NC(C(C)O)C(=O)NCCC5=NC(=CS5)C6=NC(=CS6)C(=O)NCCC[S+](C)C)O. Drug 2: C1C(C(OC1N2C=NC3=C2NC=NCC3O)CO)O. Cell line: BT-549. Synergy scores: CSS=19.2, Synergy_ZIP=3.98, Synergy_Bliss=4.82, Synergy_Loewe=-1.54, Synergy_HSA=2.94.